This data is from Full USPTO retrosynthesis dataset with 1.9M reactions from patents (1976-2016). The task is: Predict the reactants needed to synthesize the given product. (1) Given the product [NH2:19][C:22]1[CH:27]=[C:26]([C:28]2[S:29][CH:30]=[CH:31][CH:32]=2)[CH:25]=[CH:24][C:23]=1[NH:33][C:34](=[O:40])[O:35][C:36]([CH3:38])([CH3:37])[CH3:39], predict the reactants needed to synthesize it. The reactants are: ONC(=O)C1C=CC=CC=1C#CC1C=CC=CC=1.[N+:19]([C:22]1[CH:27]=[C:26]([C:28]2[S:29][CH:30]=[CH:31][CH:32]=2)[CH:25]=[CH:24][C:23]=1[NH:33][C:34](=[O:40])[O:35][C:36]([CH3:39])([CH3:38])[CH3:37])([O-])=O. (2) Given the product [Br:1][C:2]1[N:7]=[C:6]2[N:8]([CH2:12][C:13]3[CH:18]=[CH:17][C:16]([C:19]([O:21][CH:24]4[CH2:23][CH2:5][CH2:4][CH2:3][CH2:2]4)=[O:20])=[CH:15][C:14]=3[Cl:22])[C:9]([CH3:11])=[N:10][C:5]2=[CH:4][CH:3]=1, predict the reactants needed to synthesize it. The reactants are: [Br:1][C:2]1[N:7]=[C:6]2[N:8]([CH2:12][C:13]3[CH:18]=[CH:17][C:16]([C:19]([OH:21])=[O:20])=[CH:15][C:14]=3[Cl:22])[C:9]([CH3:11])=[N:10][C:5]2=[CH:4][CH:3]=1.[C:23](Cl)(=O)[C:24](Cl)=O.CN(C)C=O. (3) Given the product [C:12]([S:15][CH2:2][C:3]1[CH:4]=[C:5]([CH:9]=[CH:10][CH:11]=1)[C:6]([OH:8])=[O:7])(=[O:14])[CH3:13], predict the reactants needed to synthesize it. The reactants are: Br[CH2:2][C:3]1[CH:4]=[C:5]([CH:9]=[CH:10][CH:11]=1)[C:6]([OH:8])=[O:7].[C:12](=[S:15])([O-:14])[CH3:13].[K+].